This data is from Reaction yield outcomes from USPTO patents with 853,638 reactions. The task is: Predict the reaction yield, written as a fraction of the theoretical maximum amount of product (1.0 means a 100% yield; for example, 0.34 means a 34% yield). The reactants are Br[C:2]1[N:7]=[C:6]2[C:8]([C:11]([NH:13][C:14]([CH3:17])([CH3:16])[CH3:15])=[O:12])=[CH:9][NH:10][C:5]2=[N:4][CH:3]=1.[CH:18]1[C:27]2[C:22](=[CH:23][CH:24]=[CH:25][C:26]=2B(O)O)[CH:21]=[CH:20][N:19]=1.CC(C1C=C(C(C)C)C(C2C=CC=CC=2P(C2CCCCC2)C2CCCCC2)=C(C(C)C)C=1)C.C([O-])([O-])=O.[Na+].[Na+]. The catalyst is O1CCOCC1.O.C1C=CC(/C=C/C(/C=C/C2C=CC=CC=2)=O)=CC=1.C1C=CC(/C=C/C(/C=C/C2C=CC=CC=2)=O)=CC=1.C1C=CC(/C=C/C(/C=C/C2C=CC=CC=2)=O)=CC=1.[Pd].[Pd]. The product is [C:14]([NH:13][C:11]([C:8]1[C:6]2=[N:7][C:2]([C:26]3[CH:25]=[CH:24][CH:23]=[C:22]4[C:27]=3[CH:18]=[N:19][CH:20]=[CH:21]4)=[CH:3][N:4]=[C:5]2[NH:10][CH:9]=1)=[O:12])([CH3:17])([CH3:16])[CH3:15]. The yield is 0.660.